Task: Predict the product of the given reaction.. Dataset: Forward reaction prediction with 1.9M reactions from USPTO patents (1976-2016) (1) Given the reactants Cl[C:2]1[CH:11]=[C:10]([C:12]([NH:14][C:15]2[CH:16]=[N:17][CH:18]=[CH:19][CH:20]=2)=[O:13])[C:9]2[C:4](=[CH:5][CH:6]=[C:7]([C:21]3[CH:26]=[CH:25][CH:24]=[CH:23][CH:22]=3)[CH:8]=2)[N:3]=1.C(=O)([O-])[O-].[K+].[K+].O.[CH3:34][C:35]1[O:39][C:38](B(O)O)=[CH:37][CH:36]=1, predict the reaction product. The product is: [CH3:34][C:35]1[O:39][C:38]([C:2]2[CH:11]=[C:10]([C:12]([NH:14][C:15]3[CH:16]=[N:17][CH:18]=[CH:19][CH:20]=3)=[O:13])[C:9]3[C:4](=[CH:5][CH:6]=[C:7]([C:21]4[CH:26]=[CH:25][CH:24]=[CH:23][CH:22]=4)[CH:8]=3)[N:3]=2)=[CH:37][CH:36]=1. (2) Given the reactants C(O[C:6](=[O:34])[NH:7][C@@H:8]([CH3:33])[C:9]([N:11]1[CH2:16][CH2:15][CH2:14][C@@H:13]([C:17](=[O:32])[NH:18][C@@H:19]([C:21]2[CH:30]=[CH:29][C:28]3[C:23](=[CH:24][C:25]([Br:31])=[CH:26][CH:27]=3)[N:22]=2)[CH3:20])[NH:12]1)=[O:10])(C)(C)C.Cl.O1CCOCC1.[OH:42][C@@H:43]([C@@H:47]([O:49][CH3:50])[CH3:48])C(O)=O.C(N(CC)C(C)C)(C)C, predict the reaction product. The product is: [Br:31][C:25]1[CH:24]=[C:23]2[C:28]([CH:29]=[CH:30][C:21]([C@H:19]([NH:18][C:17]([C@@H:13]3[CH2:14][CH2:15][CH2:16][N:11]([C:9](=[O:10])[C@@H:8]([NH:7][C:6](=[O:34])[C@@H:43]([OH:42])[C@@H:47]([O:49][CH3:50])[CH3:48])[CH3:33])[NH:12]3)=[O:32])[CH3:20])=[N:22]2)=[CH:27][CH:26]=1. (3) Given the reactants [CH3:1][O:2][C:3](=[O:15])[C:4]1[CH:9]=[CH:8][C:7]([C:10]#[C:11][CH2:12][CH2:13][OH:14])=[CH:6][CH:5]=1, predict the reaction product. The product is: [CH3:1][O:2][C:3](=[O:15])[C:4]1[CH:9]=[CH:8][C:7]([CH2:10][CH2:11][CH2:12][CH2:13][OH:14])=[CH:6][CH:5]=1. (4) Given the reactants [N+:1]([C:4]1[CH:5]=[C:6]([NH:10][CH2:11][C:12]([OH:14])=[O:13])[CH:7]=[CH:8][CH:9]=1)([O-:3])=[O:2].[CH2:15](O)[CH3:16], predict the reaction product. The product is: [N+:1]([C:4]1[CH:5]=[C:6]([NH:10][CH2:11][C:12]([O:14][CH2:15][CH3:16])=[O:13])[CH:7]=[CH:8][CH:9]=1)([O-:3])=[O:2]. (5) Given the reactants Br[C:2]1[CH:7]=[C:6]([Cl:8])[CH:5]=[CH:4][C:3]=1[C:9]#[C:10][Si:11]([CH3:14])([CH3:13])[CH3:12].[CH3:15][O:16][C:17]1[CH:22]=[C:21](B(O)O)[CH:20]=[CH:19][N:18]=1.C(=O)([O-])[O-].[K+].[K+], predict the reaction product. The product is: [Cl:8][C:6]1[CH:5]=[CH:4][C:3]([C:9]#[C:10][Si:11]([CH3:14])([CH3:13])[CH3:12])=[C:2]([C:21]2[CH:20]=[CH:19][N:18]=[C:17]([O:16][CH3:15])[CH:22]=2)[CH:7]=1. (6) The product is: [Br:1][C:2]1[CH:3]=[N:4][C:5]2[N:6]([N:8]=[C:9]([C:11]([N:16]3[CH2:17][CH2:18][C:19]4[C:24](=[C:23]([C:25]5[CH:26]=[N:27][N:28]([CH3:30])[CH:29]=5)[CH:22]=[CH:21][CH:20]=4)[CH:15]3[CH3:14])=[O:13])[CH:10]=2)[CH:7]=1. Given the reactants [Br:1][C:2]1[CH:3]=[N:4][C:5]2[N:6]([N:8]=[C:9]([C:11]([OH:13])=O)[CH:10]=2)[CH:7]=1.[CH3:14][CH:15]1[C:24]2[C:19](=[CH:20][CH:21]=[CH:22][C:23]=2[C:25]2[CH:26]=[N:27][N:28]([CH3:30])[CH:29]=2)[CH2:18][CH2:17][NH:16]1, predict the reaction product.